Dataset: Reaction yield outcomes from USPTO patents with 853,638 reactions. Task: Predict the reaction yield, written as a fraction of the theoretical maximum amount of product (1.0 means a 100% yield; for example, 0.34 means a 34% yield). (1) The reactants are CC1(C)CCCC(C)(C)N1.C([Li])CCC.[Br:16][C:17]1[CH:22]=[CH:21][C:20]([C:23]([F:26])([F:25])[F:24])=[C:19]([F:27])[CH:18]=1.C1C[O:31][CH2:30]C1. No catalyst specified. The product is [Br:16][C:17]1[C:18]([CH:30]=[O:31])=[C:19]([F:27])[C:20]([C:23]([F:25])([F:24])[F:26])=[CH:21][CH:22]=1. The yield is 0.820. (2) The reactants are [CH3:1][CH:2]([OH:8])[CH2:3][CH2:4][CH:5]([OH:7])[CH3:6].[O:9]1[CH2:13][CH2:12][CH2:11][CH2:10]1.N1C=C[CH:17]=[CH:16][CH:15]=1.[C:20](Cl)(=[O:27])[C:21]1[CH:26]=[CH:25][CH:24]=[CH:23][CH:22]=1. The catalyst is O. The product is [C:13]([O:7][CH:5]([CH2:4][CH2:3][CH:2]([O:8][C:20](=[O:27])[C:21]1[CH:26]=[CH:25][CH:24]=[CH:23][CH:22]=1)[CH3:1])[CH3:6])(=[O:9])[C:12]1[CH:17]=[CH:16][CH:15]=[CH:10][CH:11]=1. The yield is 0.940. (3) The reactants are [OH-].[K+].C[O:4][C:5](=[O:20])[C:6]1[CH:11]=[CH:10][C:9]([C:12]#[C:13][C:14]#[C:15][Si](C)(C)C)=[CH:8][CH:7]=1. The catalyst is O.C1COCC1. The product is [C:12]([C:9]1[CH:8]=[CH:7][C:6]([C:5]([OH:20])=[O:4])=[CH:11][CH:10]=1)#[C:13][C:14]#[CH:15]. The yield is 0.910. (4) The reactants are [Cl:1][C:2]1[CH:18]=[CH:17][C:5]2[C:6]3[N:7]([N:11]=[C:12]([C:14]([NH2:16])=O)[N:13]=3)[CH2:8][CH2:9][O:10][C:4]=2[CH:3]=1.[C:19]1([CH3:25])C=CC=C[CH:20]=1.COC(OC)N(C)C.Cl.[CH:35]([NH:38][NH2:39])(C)C.C(O)(=O)C. No catalyst specified. The product is [Cl:1][C:2]1[CH:18]=[CH:17][C:5]2[C:6]3[N:7]([N:11]=[C:12]([C:14]4[N:39]([CH:19]([CH3:25])[CH3:20])[N:38]=[CH:35][N:16]=4)[N:13]=3)[CH2:8][CH2:9][O:10][C:4]=2[CH:3]=1. The yield is 0.980. (5) The reactants are [CH3:1][O:2][C:3]([C:5]1[CH:10]=[CH:9][C:8]([CH2:11]Br)=[CH:7][CH:6]=1)=[O:4].[H-].[Na+].[CH3:15][C:16]1([CH3:32])[CH2:29][CH2:28][C:27]([CH3:31])([CH3:30])[C:26]2[C:17]1=[CH:18][C:19]1[NH:24][CH2:23][CH2:22][O:21][C:20]=1[CH:25]=2. The catalyst is C1COCC1. The product is [CH3:1][O:2][C:3](=[O:4])[C:5]1[CH:10]=[CH:9][C:8]([CH2:11][N:24]2[CH2:23][CH2:22][O:21][C:20]3[CH:25]=[C:26]4[C:17](=[CH:18][C:19]2=3)[C:16]([CH3:32])([CH3:15])[CH2:29][CH2:28][C:27]4([CH3:31])[CH3:30])=[CH:7][CH:6]=1. The yield is 0.650.